The task is: Predict the reactants needed to synthesize the given product.. This data is from Retrosynthesis with 50K atom-mapped reactions and 10 reaction types from USPTO. (1) Given the product CCOC(CNC(=O)c1ccncc1Nc1ccc(I)cc1F)OCC, predict the reactants needed to synthesize it. The reactants are: CCOC(CN)OCC.O=C(O)c1ccncc1Nc1ccc(I)cc1F. (2) Given the product CCOC(=O)N1CCC(C)(N2CCC(n3c(=O)[nH]c4cc(F)c(F)cc43)CC2)C1, predict the reactants needed to synthesize it. The reactants are: CC1(N2CCC(n3c(=O)[nH]c4cc(F)c(F)cc43)CC2)CCNC1.CCOC(=O)Cl. (3) The reactants are: CCOC(=O)C(Cc1cc2c(cc1OC)OCO2)C(=O)OCC. Given the product CCOC(=O)C(Cc1cc2c(cc1OC)OCO2)C(=O)O, predict the reactants needed to synthesize it. (4) Given the product CC(C)(C)OC(=O)N1CCN(Cc2ccc(C(=O)Oc3cccc4c3CN(C3CCC(=O)NC3=O)C4)cc2)CC1, predict the reactants needed to synthesize it. The reactants are: COC(=O)CCC(C(N)=O)N1Cc2cccc(OC(=O)c3ccc(CN4CCN(C(=O)OC(C)(C)C)CC4)cc3)c2C1. (5) Given the product Cc1cc(C)cc(C(=O)c2c(C(C)C)c(=O)[nH]c(=O)n2Cc2c3ccccc3cc3ccccc23)c1, predict the reactants needed to synthesize it. The reactants are: Cc1cc(C)cc(C(=O)c2[nH]c(=O)[nH]c(=O)c2C(C)C)c1.ClCc1c2ccccc2cc2ccccc12. (6) Given the product Cc1ccnc(Cl)c1NC(=O)c1cccnc1NC1CC1, predict the reactants needed to synthesize it. The reactants are: Cc1ccnc(Cl)c1NC(=O)c1cccnc1Cl.NC1CC1. (7) Given the product COC(=O)CNC[C@@H]1C[C@@H](Oc2cnc(C3CC3)cn2)CN1, predict the reactants needed to synthesize it. The reactants are: COC(=O)CNC[C@@H]1C[C@@H](Oc2cnc(C3CC3)cn2)CN1C(=O)OC(C)(C)C. (8) Given the product CCCCC/C=C\C/C=C\CCCCCCCCOS(C)(=O)=O, predict the reactants needed to synthesize it. The reactants are: CCCCC/C=C\C/C=C\CCCCCCCCO.CS(=O)(=O)Cl. (9) The reactants are: COC(=O)C12CC3CC(CC(C3)O1)C2. Given the product O=C(O)C12CC3CC(CC(C3)O1)C2, predict the reactants needed to synthesize it.